From a dataset of Drug-target binding data from BindingDB using IC50 measurements. Regression. Given a target protein amino acid sequence and a drug SMILES string, predict the binding affinity score between them. We predict pIC50 (pIC50 = -log10(IC50 in M); higher means more potent). Dataset: bindingdb_ic50. (1) The drug is O=C(/C=C/c1ccccc1)Nc1ccc(Br)cc1. The target protein (Q969J5) has sequence MMPKHCFLGFLISFFLTGVAGTQSTHESLKPQRVQFQSRNFHNILQWQPGRALTGNSSVYFVQYKIMFSCSMKSSHQKPSGCWQHISCNFPGCRTLAKYGQRQWKNKEDCWGTQELSCDLTSETSDIQEPYYGRVRAASAGSYSEWSMTPRFTPWWETKIDPPVMNITQVNGSLLVILHAPNLPYRYQKEKNVSIEDYYELLYRVFIINNSLEKEQKVYEGAHRAVEIEALTPHSSYCVVAEIYQPMLDRRSQRSEERCVEIP. The pIC50 is 5.0. (2) The pIC50 is 5.8. The drug is CC(C)CC(=O)c1c(O)cc2oc3c(C(=O)CC(C)C)c(O)cc(O)c3c2c1O. The target protein (P00636) has sequence MTDQAAFDTNIVTLTRFVMEEGRKARGTGEMTQLLNSLCTAVKAISTAVRKAGIAHLYGIAGSTNVTGDQVKKLDVLSNDLVINVLKSSFATCVLVSEEDKNAIIVEPEKRGKYVVCFDPLDGSSNIDCLVSIGTIFGIYRKNSTDEPSEKDALQPGRNLVAAGYALYGSATMLVLAMVNGVNCFMLDPAIGEFILVDRDVKIKKKGSIYSINEGYAKEFDPAITEYIQRKKFPPDNSAPYGARYVGSMVADVHRTLVYGGIFMYPANKKSPKGKLRLLYECNPMAYVMEKAGGLATTGKEAVLDIVPTDIHQRAPIILGSPEDVTELLEIYQKHAAK.